This data is from NCI-60 drug combinations with 297,098 pairs across 59 cell lines. The task is: Regression. Given two drug SMILES strings and cell line genomic features, predict the synergy score measuring deviation from expected non-interaction effect. (1) Drug 2: C1C(C(OC1N2C=NC3=C2NC=NCC3O)CO)O. Drug 1: CCCS(=O)(=O)NC1=C(C(=C(C=C1)F)C(=O)C2=CNC3=C2C=C(C=N3)C4=CC=C(C=C4)Cl)F. Cell line: RXF 393. Synergy scores: CSS=16.0, Synergy_ZIP=-1.96, Synergy_Bliss=2.19, Synergy_Loewe=3.96, Synergy_HSA=4.38. (2) Cell line: HCT116. Drug 2: CC(C)NC(=O)C1=CC=C(C=C1)CNNC.Cl. Drug 1: CC=C1C(=O)NC(C(=O)OC2CC(=O)NC(C(=O)NC(CSSCCC=C2)C(=O)N1)C(C)C)C(C)C. Synergy scores: CSS=49.2, Synergy_ZIP=5.29, Synergy_Bliss=3.52, Synergy_Loewe=-55.8, Synergy_HSA=0.142. (3) Drug 1: C1CC(=O)NC(=O)C1N2CC3=C(C2=O)C=CC=C3N. Drug 2: C1=CN(C=N1)CC(O)(P(=O)(O)O)P(=O)(O)O. Cell line: OVCAR-5. Synergy scores: CSS=1.07, Synergy_ZIP=-2.96, Synergy_Bliss=-5.37, Synergy_Loewe=-3.92, Synergy_HSA=-3.85. (4) Drug 1: C1CC(C1)(C(=O)O)C(=O)O.[NH2-].[NH2-].[Pt+2]. Drug 2: CCC1(C2=C(COC1=O)C(=O)N3CC4=CC5=C(C=CC(=C5CN(C)C)O)N=C4C3=C2)O.Cl. Cell line: HCC-2998. Synergy scores: CSS=29.9, Synergy_ZIP=-2.36, Synergy_Bliss=5.49, Synergy_Loewe=7.84, Synergy_HSA=8.31. (5) Drug 1: C1CN1P(=S)(N2CC2)N3CC3. Drug 2: CCN(CC)CCNC(=O)C1=C(NC(=C1C)C=C2C3=C(C=CC(=C3)F)NC2=O)C. Cell line: HCC-2998. Synergy scores: CSS=3.73, Synergy_ZIP=-4.07, Synergy_Bliss=-3.34, Synergy_Loewe=-9.40, Synergy_HSA=-4.83. (6) Drug 1: C1=CC(=CC=C1C#N)C(C2=CC=C(C=C2)C#N)N3C=NC=N3. Drug 2: C(CCl)NC(=O)N(CCCl)N=O. Cell line: CAKI-1. Synergy scores: CSS=0.827, Synergy_ZIP=-2.61, Synergy_Bliss=-6.06, Synergy_Loewe=-3.81, Synergy_HSA=-5.40. (7) Drug 1: CN(CC1=CN=C2C(=N1)C(=NC(=N2)N)N)C3=CC=C(C=C3)C(=O)NC(CCC(=O)O)C(=O)O. Drug 2: CCCCCOC(=O)NC1=NC(=O)N(C=C1F)C2C(C(C(O2)C)O)O. Cell line: T-47D. Synergy scores: CSS=0.0990, Synergy_ZIP=-0.564, Synergy_Bliss=-0.712, Synergy_Loewe=-3.07, Synergy_HSA=-2.73. (8) Drug 1: CC1CCC2CC(C(=CC=CC=CC(CC(C(=O)C(C(C(=CC(C(=O)CC(OC(=O)C3CCCCN3C(=O)C(=O)C1(O2)O)C(C)CC4CCC(C(C4)OC)O)C)C)O)OC)C)C)C)OC. Drug 2: CC1=C(N=C(N=C1N)C(CC(=O)N)NCC(C(=O)N)N)C(=O)NC(C(C2=CN=CN2)OC3C(C(C(C(O3)CO)O)O)OC4C(C(C(C(O4)CO)O)OC(=O)N)O)C(=O)NC(C)C(C(C)C(=O)NC(C(C)O)C(=O)NCCC5=NC(=CS5)C6=NC(=CS6)C(=O)NCCC[S+](C)C)O. Cell line: SK-MEL-2. Synergy scores: CSS=45.3, Synergy_ZIP=-7.46, Synergy_Bliss=-10.2, Synergy_Loewe=-3.92, Synergy_HSA=-4.94. (9) Drug 1: CC1=C2C(C(=O)C3(C(CC4C(C3C(C(C2(C)C)(CC1OC(=O)C(C(C5=CC=CC=C5)NC(=O)OC(C)(C)C)O)O)OC(=O)C6=CC=CC=C6)(CO4)OC(=O)C)OC)C)OC. Drug 2: C1CN1P(=S)(N2CC2)N3CC3. Cell line: HOP-92. Synergy scores: CSS=23.7, Synergy_ZIP=-12.4, Synergy_Bliss=-9.92, Synergy_Loewe=-6.61, Synergy_HSA=-5.34. (10) Drug 1: C1=CN(C(=O)N=C1N)C2C(C(C(O2)CO)O)O.Cl. Drug 2: CC1C(C(CC(O1)OC2CC(OC(C2O)C)OC3=CC4=CC5=C(C(=O)C(C(C5)C(C(=O)C(C(C)O)O)OC)OC6CC(C(C(O6)C)O)OC7CC(C(C(O7)C)O)OC8CC(C(C(O8)C)O)(C)O)C(=C4C(=C3C)O)O)O)O. Cell line: NCI/ADR-RES. Synergy scores: CSS=50.6, Synergy_ZIP=-4.46, Synergy_Bliss=-4.93, Synergy_Loewe=-10.2, Synergy_HSA=-1.84.